Regression. Given two drug SMILES strings and cell line genomic features, predict the synergy score measuring deviation from expected non-interaction effect. From a dataset of NCI-60 drug combinations with 297,098 pairs across 59 cell lines. Drug 1: CC1=C2C(C(=O)C3(C(CC4C(C3C(C(C2(C)C)(CC1OC(=O)C(C(C5=CC=CC=C5)NC(=O)C6=CC=CC=C6)O)O)OC(=O)C7=CC=CC=C7)(CO4)OC(=O)C)O)C)OC(=O)C. Drug 2: CCN(CC)CCCC(C)NC1=C2C=C(C=CC2=NC3=C1C=CC(=C3)Cl)OC. Cell line: HOP-62. Synergy scores: CSS=48.9, Synergy_ZIP=-3.91, Synergy_Bliss=2.65, Synergy_Loewe=-8.78, Synergy_HSA=0.120.